Dataset: Full USPTO retrosynthesis dataset with 1.9M reactions from patents (1976-2016). Task: Predict the reactants needed to synthesize the given product. Given the product [F:1][C:2]1[CH:7]=[C:6]([F:8])[CH:5]=[CH:4][C:3]=1[C:9]1[C:17]2[O:16][CH:15]([CH2:18][NH:19][C:30](=[O:31])[O:32][CH2:33][C:34]3[CH:39]=[CH:38][CH:37]=[CH:36][CH:35]=3)[CH2:14][C:13]=2[CH:12]=[CH:11][CH:10]=1, predict the reactants needed to synthesize it. The reactants are: [F:1][C:2]1[CH:7]=[C:6]([F:8])[CH:5]=[CH:4][C:3]=1[C:9]1[C:17]2[O:16][CH:15]([CH2:18][NH2:19])[CH2:14][C:13]=2[CH:12]=[CH:11][CH:10]=1.C(N(C(C)C)CC)(C)C.Cl[C:30]([O:32][CH2:33][C:34]1[CH:39]=[CH:38][CH:37]=[CH:36][CH:35]=1)=[O:31].